Task: Predict which catalyst facilitates the given reaction.. Dataset: Catalyst prediction with 721,799 reactions and 888 catalyst types from USPTO (1) Reactant: [N:1]1[CH:6]=[CH:5][CH:4]=[C:3]([C:7]2[NH:8][C:9]3[C:14]([CH:15]=2)=[CH:13][C:12]([C:16]#[N:17])=[CH:11][CH:10]=3)[CH:2]=1.[C:18]([C:20]1[CH:28]=[CH:27][C:23]([C:24]([OH:26])=[O:25])=[CH:22][C:21]=1[CH3:29])#[N:19].C1CCC(N=C=NC2CCCCC2)CC1. Product: [C:18]([C:20]1[CH:28]=[CH:27][C:23]([C:24]([OH:26])=[O:25])=[CH:22][C:21]=1[CH3:29])#[N:19].[C:18]([C:20]1[CH:28]=[CH:27][C:23]([C:24]([N:8]2[C:9]3[C:14](=[CH:13][C:12]([C:16]#[N:17])=[CH:11][CH:10]=3)[CH:15]=[C:7]2[C:3]2[CH:2]=[N:1][CH:6]=[CH:5][CH:4]=2)=[O:25])=[CH:22][C:21]=1[CH3:29])#[N:19]. The catalyst class is: 119. (2) Reactant: [CH3:1][O:2][C:3]1[CH:29]=[C:28]([O:30][CH3:31])[CH:27]=[C:26]([O:32][CH3:33])[C:4]=1/[CH:5]=[CH:6]/[S:7]([CH2:10][C:11]1[CH:12]=[CH:13][C:14]([O:24][CH3:25])=[C:15]([NH:17][CH:18]([CH3:23])[C:19]([O:21]C)=[O:20])[CH:16]=1)(=[O:9])=[O:8].[OH-].[Na+]. Product: [CH3:1][O:2][C:3]1[CH:29]=[C:28]([O:30][CH3:31])[CH:27]=[C:26]([O:32][CH3:33])[C:4]=1/[CH:5]=[CH:6]/[S:7]([CH2:10][C:11]1[CH:12]=[CH:13][C:14]([O:24][CH3:25])=[C:15]([NH:17][CH:18]([CH3:23])[C:19]([OH:21])=[O:20])[CH:16]=1)(=[O:8])=[O:9]. The catalyst class is: 8. (3) Reactant: [NH2:1][C:2]1[S:3][C:4]([C:8]([CH3:11])([CH3:10])[CH3:9])=[C:5]([CH3:7])[N:6]=1.[F:12][C:13]([F:24])([F:23])[C:14]1[CH:15]=[C:16]([CH:20]=[CH:21][CH:22]=1)[C:17](O)=[O:18].Cl.C(N=C=NCCCN(C)C)C.O.ON1C2C=CC=CC=2N=N1. Product: [C:8]([C:4]1[S:3][C:2]([NH:1][C:17](=[O:18])[C:16]2[CH:20]=[CH:21][CH:22]=[C:14]([C:13]([F:12])([F:23])[F:24])[CH:15]=2)=[N:6][C:5]=1[CH3:7])([CH3:11])([CH3:10])[CH3:9]. The catalyst class is: 39. (4) The catalyst class is: 10. Product: [C:1]([C:4]1[C:22](=[O:23])[C@@:8]2([CH3:24])[C:9]3[C:15]([OH:16])=[CH:14][C:13]([O:17][CH3:18])=[C:12]([C:19]([NH:21][CH2:39][C:29]4[C:30]5[C:35](=[CH:34][CH:33]=[CH:32][C:31]=5[F:38])[CH:36]=[CH:37][C:28]=4[CH2:26][CH3:27])=[O:20])[C:10]=3[O:11][C:7]2=[CH:6][C:5]=1[OH:25])(=[O:3])[CH3:2]. Reactant: [C:1]([C:4]1[C:22](=[O:23])[C@@:8]2([CH3:24])[C:9]3[C:15]([OH:16])=[CH:14][C:13]([O:17][CH3:18])=[C:12]([C:19]([NH2:21])=[O:20])[C:10]=3[O:11][C:7]2=[CH:6][C:5]=1[OH:25])(=[O:3])[CH3:2].[CH2:26]([C:28]1[CH:37]=[CH:36][C:35]2[C:30](=[C:31]([F:38])[CH:32]=[CH:33][CH:34]=2)[C:29]=1[CH:39]=O)[CH3:27].C([SiH](CC)CC)C.FC(F)(F)C(O)=O.